This data is from Forward reaction prediction with 1.9M reactions from USPTO patents (1976-2016). The task is: Predict the product of the given reaction. Given the reactants [NH2:1][CH2:2][C@H:3]([NH:14][C:15](=[O:30])[C:16]1[CH:21]=[CH:20][C:19]([C:22]([N:24]2[CH2:28][CH2:27][CH2:26][CH2:25]2)=[O:23])=[C:18]([CH3:29])[CH:17]=1)[C:4]1[NH:8][C:7]2[CH:9]=[CH:10][C:11]([Cl:13])=[CH:12][C:6]=2[N:5]=1.C(N(CC)CC)C.[CH3:38][S:39](Cl)(=[O:41])=[O:40], predict the reaction product. The product is: [Cl:13][C:11]1[CH:10]=[CH:9][C:7]2[NH:8][C:4]([C@@H:3]([NH:14][C:15](=[O:30])[C:16]3[CH:21]=[CH:20][C:19]([C:22]([N:24]4[CH2:28][CH2:27][CH2:26][CH2:25]4)=[O:23])=[C:18]([CH3:29])[CH:17]=3)[CH2:2][NH:1][S:39]([CH3:38])(=[O:41])=[O:40])=[N:5][C:6]=2[CH:12]=1.